This data is from NCI-60 drug combinations with 297,098 pairs across 59 cell lines. The task is: Regression. Given two drug SMILES strings and cell line genomic features, predict the synergy score measuring deviation from expected non-interaction effect. (1) Drug 1: CN(C)N=NC1=C(NC=N1)C(=O)N. Drug 2: C1C(C(OC1N2C=C(C(=O)NC2=O)F)CO)O. Cell line: 786-0. Synergy scores: CSS=3.17, Synergy_ZIP=-4.41, Synergy_Bliss=-7.09, Synergy_Loewe=-16.2, Synergy_HSA=-6.58. (2) Drug 1: CCCS(=O)(=O)NC1=C(C(=C(C=C1)F)C(=O)C2=CNC3=C2C=C(C=N3)C4=CC=C(C=C4)Cl)F. Drug 2: CCCCC(=O)OCC(=O)C1(CC(C2=C(C1)C(=C3C(=C2O)C(=O)C4=C(C3=O)C=CC=C4OC)O)OC5CC(C(C(O5)C)O)NC(=O)C(F)(F)F)O. Cell line: SF-539. Synergy scores: CSS=5.88, Synergy_ZIP=-2.10, Synergy_Bliss=-0.834, Synergy_Loewe=-0.300, Synergy_HSA=0.0110.